This data is from Full USPTO retrosynthesis dataset with 1.9M reactions from patents (1976-2016). The task is: Predict the reactants needed to synthesize the given product. (1) Given the product [C:71]([N:65]1[CH2:70][CH2:69][N:68]([C:2]2[CH:7]=[CH:6][C:5]([CH2:8][N:9]([CH2:20][C:21]([F:24])([F:23])[F:22])[S:10]([CH2:13][C:14]3[CH:19]=[CH:18][CH:17]=[CH:16][CH:15]=3)(=[O:12])=[O:11])=[C:4]([F:25])[CH:3]=2)[CH2:67][CH2:66]1)(=[O:73])[CH3:72], predict the reactants needed to synthesize it. The reactants are: Br[C:2]1[CH:7]=[CH:6][C:5]([CH2:8][N:9]([CH2:20][C:21]([F:24])([F:23])[F:22])[S:10]([CH2:13][C:14]2[CH:19]=[CH:18][CH:17]=[CH:16][CH:15]=2)(=[O:12])=[O:11])=[C:4]([F:25])[CH:3]=1.C1(P(C2CCCCC2)C2C=CC=CC=2C2C(OC(C)C)=CC=CC=2OC(C)C)CCCCC1.CC(C)([O-])C.[Na+].[N:65]1([C:71](=[O:73])[CH3:72])[CH2:70][CH2:69][NH:68][CH2:67][CH2:66]1. (2) The reactants are: C([PH+](C(C)(C)C)C(C)(C)C)(C)(C)C.F[B-](F)(F)F.C1(C(N)C2CCCCC2)CCCCC1.[C:33]([O:37][CH3:38])(=[O:36])[CH:34]=[CH2:35].FC(F)(F)S(O[C:45]1[C:50]([N+:51]([O-:53])=[O:52])=[CH:49][C:48]([O:54][CH2:55][C:56]2[CH:61]=[CH:60][CH:59]=[CH:58][CH:57]=2)=[CH:47][C:46]=1[C:62](=[O:64])[CH3:63])(=O)=O. Given the product [C:62]([C:46]1[CH:47]=[C:48]([O:54][CH2:55][C:56]2[CH:61]=[CH:60][CH:59]=[CH:58][CH:57]=2)[CH:49]=[C:50]([N+:51]([O-:53])=[O:52])[C:45]=1[CH:35]=[CH:34][C:33]([O:37][CH3:38])=[O:36])(=[O:64])[CH3:63], predict the reactants needed to synthesize it. (3) Given the product [F:11][C:12]([F:28])([F:29])[C:13](=[O:27])[CH2:14][C:15]([C:18]1[CH:23]=[C:22]([CH3:24])[CH:21]=[C:20]([CH3:1])[C:19]=1[O:25][CH3:26])([CH3:17])[CH3:16], predict the reactants needed to synthesize it. The reactants are: [CH3:1]OC1C=CC(C)=CC=1C.[F:11][C:12]([F:29])([F:28])[C:13](=[O:27])[CH2:14][C:15]([C:18]1[CH:23]=[C:22]([CH3:24])[CH:21]=[CH:20][C:19]=1[O:25][CH3:26])([CH3:17])[CH3:16].